Task: Predict the reactants needed to synthesize the given product.. Dataset: Full USPTO retrosynthesis dataset with 1.9M reactions from patents (1976-2016) (1) Given the product [Cl:1][C:2]1[C:10]([S:11]([CH3:14])(=[O:13])=[O:12])=[CH:9][C:5]([C:6]([Cl:21])=[O:7])=[C:4]([O:15][CH2:16][CH3:17])[CH:3]=1, predict the reactants needed to synthesize it. The reactants are: [Cl:1][C:2]1[C:10]([S:11]([CH3:14])(=[O:13])=[O:12])=[CH:9][C:5]([C:6](O)=[O:7])=[C:4]([O:15][CH2:16][CH3:17])[CH:3]=1.C(Cl)(=O)C([Cl:21])=O. (2) Given the product [Cl:60][C:59]1[C:39]([N:36]2[CH2:35][CH2:34][N:33]([CH2:32][C:30]3[CH:29]=[N:28][CH:27]=[N:26][CH:31]=3)[CH2:38][CH2:37]2)=[C:55]([N+:62]([O-:64])=[O:63])[C:56]([NH2:61])=[N:57][CH:58]=1, predict the reactants needed to synthesize it. The reactants are: BrC1C(N2CCN(C(C3C=CC=CN=3)C)CC2)=C([N+]([O-])=O)C(N)=NC=1.[N:26]1[CH:31]=[C:30]([CH2:32][N:33]2[CH2:38][CH2:37][N:36]([C:39](OC(C)(C)C)=O)[CH2:35][CH2:34]2)[CH:29]=[N:28][CH:27]=1.C(O)(C(F)(F)F)=O.ClC1[C:59]([Cl:60])=[CH:58][N:57]=[C:56]([NH2:61])[C:55]=1[N+:62]([O-:64])=[O:63]. (3) The reactants are: [NH2:1][C:2]1[CH:3]=[C:4]2[C:9](=[CH:10][CH:11]=1)[C:8]([OH:12])=[N:7][CH:6]=[CH:5]2.CO[Si](C)(C)C.F[C:20](=[O:35])[C@H:21]([NH:27][C:28](=[O:34])[O:29][C:30]([CH3:33])([CH3:32])[CH3:31])[C:22]1[CH:26]=[CH:25][S:24][CH:23]=1.CCOC(C)=O. Given the product [OH:12][C:8]1[C:9]2[C:4](=[CH:3][C:2]([NH:1][C:20](=[O:35])[C@H:21]([NH:27][C:28](=[O:34])[O:29][C:30]([CH3:31])([CH3:33])[CH3:32])[C:22]3[CH:26]=[CH:25][S:24][CH:23]=3)=[CH:11][CH:10]=2)[CH:5]=[CH:6][N:7]=1, predict the reactants needed to synthesize it. (4) Given the product [CH:13]([O:16][C:17]1[CH:31]=[CH:30][C:20]([C:21]([N:23]2[CH2:28][CH2:27][C:26](=[CH:9][C:10](=[O:12])[CH3:11])[CH2:25][CH2:24]2)=[O:22])=[CH:19][C:18]=1[CH3:32])([CH3:15])[CH3:14], predict the reactants needed to synthesize it. The reactants are: C(OP([CH2:9][C:10](=[O:12])[CH3:11])(OCC)=O)C.[CH:13]([O:16][C:17]1[CH:31]=[CH:30][C:20]([C:21]([N:23]2[CH2:28][CH2:27][C:26](=O)[CH2:25][CH2:24]2)=[O:22])=[CH:19][C:18]=1[CH3:32])([CH3:15])[CH3:14]. (5) Given the product [CH3:14][C:5]1[CH:4]=[C:3]([CH:1]=[CH2:15])[CH:13]=[CH:12][C:6]=1[C:7]([O:9][CH2:10][CH3:11])=[O:8], predict the reactants needed to synthesize it. The reactants are: [CH:1]([C:3]1[CH:13]=[CH:12][C:6]([C:7]([O:9][CH2:10][CH3:11])=[O:8])=[C:5]([CH3:14])[CH:4]=1)=O.[C:15]([O-])([O-])=O.[K+].[K+].